Dataset: Forward reaction prediction with 1.9M reactions from USPTO patents (1976-2016). Task: Predict the product of the given reaction. (1) Given the reactants [CH3:1][O:2][C:3]1[C:8]([O:9][CH3:10])=[C:7]([O:11][CH3:12])[CH:6]=[C:5]([CH3:13])[C:4]=1[CH:14]([C:16]1[C:21]([Cl:22])=[CH:20][N:19]=[C:18]([Cl:23])[C:17]=1[C:24]([F:27])([F:26])[F:25])[OH:15], predict the reaction product. The product is: [CH3:1][O:2][C:3]1[C:8]([O:9][CH3:10])=[C:7]([O:11][CH3:12])[CH:6]=[C:5]([CH3:13])[C:4]=1[C:14]([C:16]1[C:21]([Cl:22])=[CH:20][N:19]=[C:18]([Cl:23])[C:17]=1[C:24]([F:27])([F:26])[F:25])=[O:15]. (2) Given the reactants [NH:1]1[CH2:5][CH2:4][C@@H:3]([N:6]2[C:10](=[O:11])[CH2:9][NH:8][C:7]2=[O:12])[CH2:2]1.[F:13][C:14]1[CH:22]=[CH:21][C:20]([CH:23]=[O:24])=[CH:19][C:15]=1[C:16](O)=[O:17].F[P-](F)(F)(F)(F)F.N1(OC(N(C)C)=[N+](C)C)C2C=CC=CC=2N=N1.C(N(CC)C(C)C)(C)C, predict the reaction product. The product is: [O:12]=[C:7]1[NH:8][CH2:9][C:10](=[O:11])[N:6]1[C@@H:3]1[CH2:4][CH2:5][N:1]([C:16]([C:15]2[CH:19]=[C:20]([CH:21]=[CH:22][C:14]=2[F:13])[CH:23]=[O:24])=[O:17])[CH2:2]1. (3) Given the reactants [S:1]1[CH:5]=[CH:4][CH:3]=[C:2]1[SH:6].[CH3:7][O:8][CH:9]([O:12][CH3:13])[CH2:10]Br.C(=O)([O-])[O-].[K+].[K+], predict the reaction product. The product is: [CH3:7][O:8][CH:9]([O:12][CH3:13])[CH2:10][S:6][C:2]1[S:1][CH:5]=[CH:4][CH:3]=1. (4) Given the reactants [C:1](N1C=CN=C1)(N1C=CN=C1)=[S:2].[C:13]([Si:17]([CH3:28])([CH3:27])[O:18][C:19]1[CH:24]=[CH:23][C:22]([NH2:25])=[C:21]([NH2:26])[CH:20]=1)([CH3:16])([CH3:15])[CH3:14], predict the reaction product. The product is: [SH:2][C:1]1[NH:26][C:21]2[CH:20]=[C:19]([O:18][Si:17]([C:13]([CH3:16])([CH3:15])[CH3:14])([CH3:28])[CH3:27])[CH:24]=[CH:23][C:22]=2[N:25]=1. (5) Given the reactants [Cl:1][C:2]1[CH:3]=[C:4]([C:9]2[CH:13]=[C:12]([NH:14][CH2:15][CH2:16][C:17]([O:19]CC)=[O:18])[N:11]([C:22]3[CH:31]=[CH:30][C:29]4[C:24](=[CH:25][CH:26]=[CH:27][CH:28]=4)[CH:23]=3)[N:10]=2)[CH:5]=[C:6]([Cl:8])[CH:7]=1.[OH-].[Li+].CO, predict the reaction product. The product is: [Cl:1][C:2]1[CH:3]=[C:4]([C:9]2[CH:13]=[C:12]([NH:14][CH2:15][CH2:16][C:17]([OH:19])=[O:18])[N:11]([C:22]3[CH:31]=[CH:30][C:29]4[C:24](=[CH:25][CH:26]=[CH:27][CH:28]=4)[CH:23]=3)[N:10]=2)[CH:5]=[C:6]([Cl:8])[CH:7]=1.